This data is from Peptide-MHC class I binding affinity with 185,985 pairs from IEDB/IMGT. The task is: Regression. Given a peptide amino acid sequence and an MHC pseudo amino acid sequence, predict their binding affinity value. This is MHC class I binding data. (1) The peptide sequence is KTRPILSPLTK. The MHC is HLA-A03:01 with pseudo-sequence HLA-A03:01. The binding affinity (normalized) is 0.579. (2) The peptide sequence is SLCLMMILPA. The MHC is HLA-A02:01 with pseudo-sequence HLA-A02:01. The binding affinity (normalized) is 0.839.